From a dataset of Peptide-MHC class I binding affinity with 185,985 pairs from IEDB/IMGT. Regression. Given a peptide amino acid sequence and an MHC pseudo amino acid sequence, predict their binding affinity value. This is MHC class I binding data. The peptide sequence is MLQGKKASVY. The MHC is HLA-A02:01 with pseudo-sequence HLA-A02:01. The binding affinity (normalized) is 0.